This data is from Ames mutagenicity test results for genotoxicity prediction. The task is: Regression/Classification. Given a drug SMILES string, predict its toxicity properties. Task type varies by dataset: regression for continuous values (e.g., LD50, hERG inhibition percentage) or binary classification for toxic/non-toxic outcomes (e.g., AMES mutagenicity, cardiotoxicity, hepatotoxicity). Dataset: ames. (1) The molecule is NN(c1ccccc1)c1ccccc1. The result is 0 (non-mutagenic). (2) The molecule is C[C@@H]1C=Cc2c1ccc1c2ccc2ccccc21. The result is 1 (mutagenic). (3) The compound is O=c1oc2cc(-n3nc4ccc5ccccc5c4n3)ccc2cc1-c1ccccc1. The result is 0 (non-mutagenic). (4) The molecule is O=[N+]([O-])c1ccc2ccc3c4c(cc5ccc1c2c53)C(O)C(O)C=C4. The result is 1 (mutagenic). (5) The compound is NNc1nncc2cnccc12. The result is 1 (mutagenic).